From a dataset of Full USPTO retrosynthesis dataset with 1.9M reactions from patents (1976-2016). Predict the reactants needed to synthesize the given product. (1) Given the product [OH:35][C:36]([CH3:51])([CH3:50])[CH2:37][O:38][N:39]1[C:44]([CH3:46])([CH3:45])[CH2:43][CH:1]([O:2][C:3]([C:5]2[CH:34]=[CH:33][C:8]3=[N:9][N:10]([C:12]4[CH:17]=[C:16]([C:18]([CH3:21])([CH3:20])[CH3:19])[CH:15]=[C:14]([C:22]([CH3:31])([CH3:30])[C:23]5[CH:24]=[CH:25][C:26]([Cl:29])=[CH:27][CH:28]=5)[C:13]=4[OH:32])[N:11]=[C:7]3[CH:6]=2)=[O:4])[CH2:41][C:40]1([CH3:49])[CH3:48], predict the reactants needed to synthesize it. The reactants are: [CH3:1][O:2][C:3]([C:5]1[CH:34]=[CH:33][C:8]2=[N:9][N:10]([C:12]3[CH:17]=[C:16]([C:18]([CH3:21])([CH3:20])[CH3:19])[CH:15]=[C:14]([C:22]([CH3:31])([CH3:30])[C:23]4[CH:28]=[CH:27][C:26]([Cl:29])=[CH:25][CH:24]=4)[C:13]=3[OH:32])[N:11]=[C:7]2[CH:6]=1)=[O:4].[OH:35][C:36]([CH3:51])([CH3:50])[CH2:37][O:38][N:39]1[C:44]([CH3:46])([CH3:45])[CH2:43]C(O)[CH2:41][C:40]1([CH3:49])[CH3:48]. (2) Given the product [NH2:1][C:2](=[O:34])[C:3]([C:5]1[C:9]2[C:10]([O:14][CH2:15][C:16]([OH:18])=[O:17])=[N:11][CH:12]=[CH:13][C:8]=2[N:7]([CH2:19][C:20]2[CH:25]=[CH:24][CH:23]=[CH:22][CH:21]=2)[C:6]=1[CH2:32][CH3:33])=[O:4], predict the reactants needed to synthesize it. The reactants are: [NH2:1][C:2](=[O:34])[C:3]([C:5]1[C:9]2[C:10]([O:14][CH2:15][C:16]([OH:18])=[O:17])=[N:11][CH:12]=[CH:13][C:8]=2[N:7]([CH2:19][C:20]2[CH:25]=[CH:24][CH:23]=[CH:22][C:21]=2C2C=CC=CC=2)[C:6]=1[CH2:32][CH3:33])=[O:4].[OH-].[K+].[OH-].[Li+].